Dataset: Catalyst prediction with 721,799 reactions and 888 catalyst types from USPTO. Task: Predict which catalyst facilitates the given reaction. (1) Reactant: [OH-].[Na+].[OH:3][C:4]1[C:9]([O:10][CH3:11])=[C:8]([O:12][CH3:13])[N:7]([CH2:14][C:15]2[CH:20]=[CH:19][C:18]([O:21][CH3:22])=[CH:17][CH:16]=2)[C:6](=[O:23])[C:5]=1C(OC)=O.Cl. Product: [OH:3][C:4]1[C:9]([O:10][CH3:11])=[C:8]([O:12][CH3:13])[N:7]([CH2:14][C:15]2[CH:16]=[CH:17][C:18]([O:21][CH3:22])=[CH:19][CH:20]=2)[C:6](=[O:23])[CH:5]=1. The catalyst class is: 1. (2) Reactant: C[O:2][C:3]1[CH:29]=[CH:28][C:6]([CH2:7][C:8]2[C:12]3[C:13](=[O:27])[N:14]([C:21]4[CH:26]=[CH:25][CH:24]=[CH:23][CH:22]=4)[C:15]4[N:16]=[CH:17][CH:18]=[CH:19][C:20]=4[C:11]=3[NH:10][N:9]=2)=[CH:5][CH:4]=1.Br.O. Product: [OH:2][C:3]1[CH:29]=[CH:28][C:6]([CH2:7][C:8]2[C:12]3[C:13](=[O:27])[N:14]([C:21]4[CH:26]=[CH:25][CH:24]=[CH:23][CH:22]=4)[C:15]4[N:16]=[CH:17][CH:18]=[CH:19][C:20]=4[C:11]=3[NH:10][N:9]=2)=[CH:5][CH:4]=1. The catalyst class is: 15. (3) Reactant: Cl[C:2]1[S:3][C:4]2[CH:10]=[CH:9][C:8]([C:11]([O:13][CH3:14])=[O:12])=[C:7]([CH3:15])[C:5]=2[N:6]=1.C[O-:17].[K+]. Product: [CH3:15][C:7]1[C:5]2[NH:6][C:2](=[O:17])[S:3][C:4]=2[CH:10]=[CH:9][C:8]=1[C:11]([O:13][CH3:14])=[O:12]. The catalyst class is: 60. (4) Reactant: [Cl:1][C:2]1[CH:7]=[CH:6][C:5]([C:8]2([C:11]([N:13]3[CH2:18][C@@H:17]4[CH2:19][C@H:14]3[C:15](=[O:20])[O:16]4)=[O:12])[CH2:10][CH2:9]2)=[CH:4][CH:3]=1.Cl.[NH2:22][C:23]1([C:26]#[N:27])[CH2:25][CH2:24]1.C(C(CCCC)C([O-])=O)C.[Na+].Cl.[Cl-].[Na+]. Product: [Cl:1][C:2]1[CH:3]=[CH:4][C:5]([C:8]2([C:11]([N:13]3[CH2:18][C@@H:17]([OH:16])[CH2:19][C@H:14]3[C:15]([NH:22][C:23]3([C:26]#[N:27])[CH2:25][CH2:24]3)=[O:20])=[O:12])[CH2:9][CH2:10]2)=[CH:6][CH:7]=1. The catalyst class is: 132. (5) Reactant: [C:1]([C:5]1[CH:6]=[C:7]([NH:10][C:11]([NH:13][C:14]2[C:23]3[C:18](=[CH:19][CH:20]=[CH:21][CH:22]=3)[C:17]([O:24][CH2:25][CH2:26][N:27]3[CH2:32][CH2:31][O:30][CH2:29][CH2:28]3)=[CH:16][CH:15]=2)=[O:12])[NH:8][N:9]=1)([CH3:4])([CH3:3])[CH3:2].[C:33]1(B(O)O)[CH:38]=[CH:37][CH:36]=[CH:35][CH:34]=1.N1C=CC=CC=1. Product: [C:1]([C:5]1[CH:6]=[C:7]([NH:10][C:11]([NH:13][C:14]2[C:23]3[C:18](=[CH:19][CH:20]=[CH:21][CH:22]=3)[C:17]([O:24][CH2:25][CH2:26][N:27]3[CH2:32][CH2:31][O:30][CH2:29][CH2:28]3)=[CH:16][CH:15]=2)=[O:12])[N:8]([C:33]2[CH:38]=[CH:37][CH:36]=[CH:35][CH:34]=2)[N:9]=1)([CH3:4])([CH3:2])[CH3:3]. The catalyst class is: 302.